Task: Binary Classification. Given a drug SMILES string, predict its activity (active/inactive) in a high-throughput screening assay against a specified biological target.. Dataset: Cav3 T-type calcium channel HTS with 100,875 compounds (1) The compound is O=C(NC1CCCC1)C(N(c1cc(ccc1)C)C(=O)CNC(=O)c1occc1)c1cccnc1. The result is 0 (inactive). (2) The molecule is Clc1ccc(c2nn(c3sc(cc23)C(=O)NCCCOC)C)cc1. The result is 0 (inactive). (3) The compound is S1C2N(C(C1)C(=O)NCc1ccccc1)C(=O)c1c2cccc1. The result is 0 (inactive). (4) The compound is s1sc(=S)nc1NC(=O)C. The result is 0 (inactive). (5) The drug is S(=O)(=O)(N1CCCCC1)c1cc2oc(=O)n(c2cc1)C(OCC)=O. The result is 0 (inactive).